From a dataset of Reaction yield outcomes from USPTO patents with 853,638 reactions. Predict the reaction yield, written as a fraction of the theoretical maximum amount of product (1.0 means a 100% yield; for example, 0.34 means a 34% yield). (1) The yield is 0.820. The reactants are [Cl-].[Al+3].[Cl-].[Cl-].[Br:5][C:6]1[CH:11]=[C:10]([O:12]CC2C=CC=CC=2)[CH:9]=[C:8]([Br:20])[CH:7]=1.CN(C)C1C=CC=CC=1. The catalyst is C(Cl)Cl. The product is [Br:5][C:6]1[CH:11]=[C:10]([OH:12])[CH:9]=[C:8]([Br:20])[CH:7]=1. (2) The reactants are C([O:4][CH2:5][C:6]1[CH:11]=[CH:10][C:9]([CH:12]([CH2:14][CH2:15][CH2:16][CH2:17][CH2:18][CH2:19][CH2:20][CH2:21][CH3:22])[CH3:13])=[CH:8][CH:7]=1)(=O)C.[OH-].[K+]. The catalyst is CO. The product is [CH3:13][CH:12]([C:9]1[CH:8]=[CH:7][C:6]([CH2:5][OH:4])=[CH:11][CH:10]=1)[CH2:14][CH2:15][CH2:16][CH2:17][CH2:18][CH2:19][CH2:20][CH2:21][CH3:22]. The yield is 0.890. (3) The reactants are [C:1]([N:4]1[C:13]2[C:8](=[CH:9][C:10]([C:14]([O:16]CC)=[O:15])=[CH:11][CH:12]=2)[C@H:7]([NH:19][C:20]2[CH:25]=[CH:24][N:23]=[C:22]([CH3:26])[N:21]=2)[C@@H:6]([CH3:27])[C@@H:5]1[CH:28]1[CH2:30][CH2:29]1)(=[O:3])[CH3:2].[Li+].[OH-]. The catalyst is O1CCCC1.O. The product is [C:1]([N:4]1[C:13]2[C:8](=[CH:9][C:10]([C:14]([OH:16])=[O:15])=[CH:11][CH:12]=2)[C@H:7]([NH:19][C:20]2[CH:25]=[CH:24][N:23]=[C:22]([CH3:26])[N:21]=2)[C@@H:6]([CH3:27])[C@@H:5]1[CH:28]1[CH2:29][CH2:30]1)(=[O:3])[CH3:2]. The yield is 0.660. (4) The reactants are C(OC([N:11]1[CH2:15][C@@H:14]([C:16]2[CH:21]=[CH:20][CH:19]=[CH:18][CH:17]=2)[CH2:13][C@H:12]1[CH2:22][C:23](=[O:30])[CH2:24][C:25](OCC)=O)=O)C1C=CC=CC=1.C(OC(N1C[C@H](OC)C[C@H]1CC(=O)CC(OCC)=O)=O)C1C=CC=CC=1. No catalyst specified. The product is [C:16]1([C@@H:14]2[CH2:15][N:11]3[C@H:12]([CH2:22][C:23](=[O:30])[CH2:24][CH2:25]3)[CH2:13]2)[CH:21]=[CH:20][CH:19]=[CH:18][CH:17]=1. The yield is 0.270. (5) The reactants are [Al+3].[Cl-].[Cl-].[Cl-].[C:5]1(=[O:11])[O:10][C:8](=[O:9])[CH2:7][CH2:6]1.Cl.[Br:13][C:14]1[CH:19]=[CH:18][CH:17]=[CH:16][CH:15]=1. No catalyst specified. The product is [Br:13][C:14]1[CH:19]=[CH:18][C:17]([C:5](=[O:11])[CH2:6][CH2:7][C:8]([OH:10])=[O:9])=[CH:16][CH:15]=1. The yield is 0.620. (6) The reactants are C(OC[N:9]1[C:13]2[N:14]=[CH:15][N:16]=[C:17]([C:18]3[CH:19]=[N:20][N:21]([C:23]4([CH2:32][C:33]#[N:34])[CH2:26][N:25]([S:27]([CH2:30][CH3:31])(=[O:29])=[O:28])[CH2:24]4)[CH:22]=3)[C:12]=2[CH:11]=[CH:10]1)(=O)C(C)(C)C.[OH-].[Na+]. The catalyst is CO.O1CCCC1. The product is [N:14]1[C:13]2[NH:9][CH:10]=[CH:11][C:12]=2[C:17]([C:18]2[CH:19]=[N:20][N:21]([C:23]3([CH2:32][C:33]#[N:34])[CH2:24][N:25]([S:27]([CH2:30][CH3:31])(=[O:28])=[O:29])[CH2:26]3)[CH:22]=2)=[N:16][CH:15]=1. The yield is 0.860. (7) The reactants are [CH:1]([C:4]1[CH:9]=[CH:8][C:7]([CH:10]2[C:14]3[C:15]([CH3:22])=[C:16]([NH2:21])[C:17]([CH3:20])=[C:18]([CH3:19])[C:13]=3[O:12][C:11]2([CH3:24])[CH3:23])=[CH:6][CH:5]=1)([CH3:3])[CH3:2].[C:25](=[O:28])([O-])[O-:26].[Na+].[Na+]. The catalyst is O1CCCC1.[I-].C([N+](CCCC)(CCCC)CCCC)CCC. The product is [CH:1]([C:4]1[CH:9]=[CH:8][C:7]([CH:10]2[C:14]3[C:15]([CH3:22])=[C:16]([N:21]4[CH2:22][C:15]5[CH:16]=[C:17]6[O:26][CH2:25][O:28][C:18]6=[CH:13][C:14]=5[CH2:10]4)[C:17]([CH3:20])=[C:18]([CH3:19])[C:13]=3[O:12][C:11]2([CH3:24])[CH3:23])=[CH:6][CH:5]=1)([CH3:3])[CH3:2]. The yield is 0.330. (8) The yield is 0.820. The catalyst is C1COCC1.C(Cl)Cl. The reactants are [C:1]([O:5][C:6]([N:8]1[CH:13]2[CH2:14][CH2:15][CH:9]1[CH2:10][C:11](=[CH:16][C:17](OCC)=[O:18])[CH2:12]2)=[O:7])([CH3:4])([CH3:3])[CH3:2].CC(C[AlH]CC(C)C)C.C(O)(C)C.O. The product is [C:1]([O:5][C:6]([N:8]1[CH:13]2[CH2:14][CH2:15][CH:9]1[CH2:10][C:11](=[CH:16][CH2:17][OH:18])[CH2:12]2)=[O:7])([CH3:4])([CH3:3])[CH3:2].